From a dataset of Full USPTO retrosynthesis dataset with 1.9M reactions from patents (1976-2016). Predict the reactants needed to synthesize the given product. Given the product [CH3:9][S:8][C:4]1[CH:3]=[C:2]([OH:1])[CH:7]=[CH:6][CH:5]=1, predict the reactants needed to synthesize it. The reactants are: [OH:1][C:2]1[CH:3]=[C:4]([SH:8])[CH:5]=[CH:6][CH:7]=1.[C:9](=O)([O-])[O-].[K+].[K+].IC.